This data is from Full USPTO retrosynthesis dataset with 1.9M reactions from patents (1976-2016). The task is: Predict the reactants needed to synthesize the given product. (1) Given the product [C:3]([C:2]([NH:1][C:24](=[S:25])[C:23]1[CH:22]=[CH:21][C:20]([C:19]([F:18])([F:29])[F:30])=[CH:28][CH:27]=1)([CH3:17])[CH2:5][N:6]1[N:10]=[C:9]2[CH:11]=[C:12]([Cl:16])[C:13]([Cl:15])=[CH:14][C:8]2=[N:7]1)#[N:4], predict the reactants needed to synthesize it. The reactants are: [NH2:1][C:2]([CH3:17])([CH2:5][N:6]1[N:10]=[C:9]2[CH:11]=[C:12]([Cl:16])[C:13]([Cl:15])=[CH:14][C:8]2=[N:7]1)[C:3]#[N:4].[F:18][C:19]([F:30])([F:29])[C:20]1[CH:28]=[CH:27][C:23]([C:24](Cl)=[S:25])=[CH:22][CH:21]=1. (2) Given the product [CH2:27]([N:14]1[C:13]2[N:12]=[CH:11][NH:10][C:18]=2[C:17](=[O:19])[N:16]([C:20]2[CH:21]=[CH:22][CH:23]=[CH:24][CH:25]=2)[C:15]1=[O:26])[CH2:28][CH2:29][CH2:30][CH3:31], predict the reactants needed to synthesize it. The reactants are: COC1C=CC(C[N:10]2[C:18]3[C:17](=[O:19])[N:16]([C:20]4[CH:25]=[CH:24][CH:23]=[CH:22][CH:21]=4)[C:15](=[O:26])[N:14]([CH2:27][CH2:28][CH2:29][CH2:30][CH3:31])[C:13]=3[N:12]=[CH:11]2)=CC=1. (3) The reactants are: Cl.[NH2:2][CH:3]1[CH2:8][CH2:7][N:6]([CH2:9][C@@H:10]([C:12]2[C:13]([CH3:22])=[C:14]3[C:18](=[CH:19][CH:20]=2)[C:17](=[O:21])[O:16][CH2:15]3)[OH:11])[CH2:5][CH2:4]1.[C:23]([C:25]1[CH:33]=[CH:32][C:28]([C:29](O)=[O:30])=[CH:27][N:26]=1)#[N:24]. Given the product [C:23]([C:25]1[CH:33]=[CH:32][C:28]([C:29]([NH:2][CH:3]2[CH2:8][CH2:7][N:6]([CH2:9][C@H:10]([OH:11])[C:12]3[C:13]([CH3:22])=[C:14]4[C:18](=[CH:19][CH:20]=3)[C:17](=[O:21])[O:16][CH2:15]4)[CH2:5][CH2:4]2)=[O:30])=[CH:27][N:26]=1)#[N:24], predict the reactants needed to synthesize it.